From a dataset of Ames mutagenicity test results for genotoxicity prediction. Regression/Classification. Given a drug SMILES string, predict its toxicity properties. Task type varies by dataset: regression for continuous values (e.g., LD50, hERG inhibition percentage) or binary classification for toxic/non-toxic outcomes (e.g., AMES mutagenicity, cardiotoxicity, hepatotoxicity). Dataset: ames. (1) The drug is CC(C)(C)C1=CC(=CC=C2C=C(C(C)(C)C)C(=O)C(C(C)(C)C)=C2)C=C(C(C)(C)C)C1=O. The result is 0 (non-mutagenic). (2) The drug is OC[C@H](O)[C@@H](O)[C@H](O[C@H]1O[C@H](CO)[C@@H](O)[C@H](O)[C@H]1O)[C@H](O)CO. The result is 0 (non-mutagenic). (3) The drug is COC(=O)[C@]12O[C@@]1(C)[C@](O)(C(C)C)NC2=O. The result is 1 (mutagenic). (4) The molecule is CCN(N=O)C(=O)N(C)C. The result is 1 (mutagenic). (5) The compound is Nc1ccc2c(c1)CN1C(=O)c3ccccc3C1=N2. The result is 1 (mutagenic). (6) The compound is COC12OOC1(C)Oc1ccccc12. The result is 1 (mutagenic). (7) The compound is CC(C)CC(=O)OCc1cocc2c(C=O)ccc1-2. The result is 1 (mutagenic).